From a dataset of Full USPTO retrosynthesis dataset with 1.9M reactions from patents (1976-2016). Predict the reactants needed to synthesize the given product. (1) Given the product [Na+:34].[Cl:1][C:2]1[CH:31]=[CH:30][CH:29]=[C:28]([Cl:32])[C:3]=1[C:4]([NH:6][C@@H:7]([CH2:11]/[CH:12]=[CH:13]/[C:14]1[CH:19]=[CH:18][C:17]([C:20]2([O:26][CH3:27])[CH2:25][CH2:24][O:23][CH2:22][CH2:21]2)=[CH:16][CH:15]=1)[C:8]([O-:10])=[O:9])=[O:5], predict the reactants needed to synthesize it. The reactants are: [Cl:1][C:2]1[CH:31]=[CH:30][CH:29]=[C:28]([Cl:32])[C:3]=1[C:4]([NH:6][C@@H:7]([CH2:11]/[CH:12]=[CH:13]/[C:14]1[CH:19]=[CH:18][C:17]([C:20]2([O:26][CH3:27])[CH2:25][CH2:24][O:23][CH2:22][CH2:21]2)=[CH:16][CH:15]=1)[C:8]([OH:10])=[O:9])=[O:5].[OH-].[Na+:34]. (2) The reactants are: C1(P(C2CCCCC2)C2C=CC=CC=2C2C(OC)=CC=CC=2OC)CCCCC1.C(=O)([O-])[O-].[K+].[K+].[F:36][C:37]1[CH:73]=[N:72][C:40]2[N:41]([C:65]3[CH:70]=[CH:69][CH:68]=[C:67](I)[CH:66]=3)[C:42](=[O:64])[N:43]([C@H:46]3[CH2:51][CH2:50][C@@H:49]([NH:52][CH2:53][C:54]4[N:55]=[C:56]5[CH:61]=[CH:60][C:59]([F:62])=[CH:58][N:57]5[CH:63]=4)[CH2:48][CH2:47]3)[C:44](=[O:45])[C:39]=2[CH:38]=1.[CH:74]([C:76]1[CH:81]=[CH:80][C:79](B(O)O)=[CH:78][CH:77]=1)=[O:75].[C:85](OC(OC(C)(C)C)=O)([O:87][C:88]([CH3:91])([CH3:90])[CH3:89])=[O:86]. Given the product [C:88]([O:87][C:85](=[O:86])[N:52]([C@H:49]1[CH2:50][CH2:51][C@@H:46]([N:43]2[C:44](=[O:45])[C:39]3[CH:38]=[C:37]([F:36])[CH:73]=[N:72][C:40]=3[N:41]([C:65]3[CH:66]=[C:67]([C:79]4[CH:80]=[CH:81][C:76]([CH:74]=[O:75])=[CH:77][CH:78]=4)[CH:68]=[CH:69][CH:70]=3)[C:42]2=[O:64])[CH2:47][CH2:48]1)[CH2:53][C:54]1[N:55]=[C:56]2[CH:61]=[CH:60][C:59]([F:62])=[CH:58][N:57]2[CH:63]=1)([CH3:91])([CH3:90])[CH3:89], predict the reactants needed to synthesize it. (3) Given the product [O:11]=[C:4]1[C:5]2[C:10](=[CH:9][CH:8]=[CH:7][CH:6]=2)[C:2](=[O:1])[N:3]1[CH2:12][C:13](=[O:15])[CH2:16][C:17]([O:18][CH2:19][CH3:20])=[O:22], predict the reactants needed to synthesize it. The reactants are: [O:1]=[C:2]1[C:10]2[C:5](=[CH:6][CH:7]=[CH:8][CH:9]=2)[C:4](=[O:11])[N:3]1[CH2:12][C:13]([OH:15])=O.[CH3:16][C:17]1(C)[O:22]C(=O)[CH2:20][C:19](=O)[O:18]1.C1CCC(N=C=NC2CCCCC2)CC1. (4) Given the product [CH:1]1([C:7]2[S:11][C:10]([C:12]([OH:14])=[O:13])=[C:9]([N:15]([C@H:25]3[CH2:26][CH2:27][C@H:28]([OH:31])[CH2:29][CH2:30]3)[C:16]([C@H:18]3[CH2:23][CH2:22][C@H:21]([CH3:24])[CH2:20][CH2:19]3)=[O:17])[CH:8]=2)[CH2:6][CH2:5][CH2:4][CH2:3][CH2:2]1, predict the reactants needed to synthesize it. The reactants are: [C:1]1([C:7]2[S:11][C:10]([C:12]([OH:14])=[O:13])=[C:9]([N:15]([C@H:25]3[CH2:30][CH2:29][C@H:28]([OH:31])[CH2:27][CH2:26]3)[C:16]([C@H:18]3[CH2:23][CH2:22][C@H:21]([CH3:24])[CH2:20][CH2:19]3)=[O:17])[CH:8]=2)[CH2:6][CH2:5][CH2:4][CH2:3][CH:2]=1. (5) The reactants are: [NH2:1][C:2]1[C:7]([N+:8]([O-])=O)=[C:6]([N:11]2[CH2:16][CH2:15][N:14]([CH2:17][C:18]([NH:20][C:21]3[CH:26]=[CH:25][CH:24]=[CH:23][CH:22]=3)=[O:19])[CH2:13][CH2:12]2)[C:5]([Cl:27])=[CH:4][N:3]=1.[CH3:28][N:29]([CH3:38])[C:30]1[CH:37]=[CH:36][C:33]([CH:34]=O)=[CH:32][CH:31]=1.[O-]S(S([O-])=O)=O.[Na+].[Na+]. Given the product [Cl:27][C:5]1[C:6]([N:11]2[CH2:16][CH2:15][N:14]([CH2:17][C:18]([NH:20][C:21]3[CH:26]=[CH:25][CH:24]=[CH:23][CH:22]=3)=[O:19])[CH2:13][CH2:12]2)=[C:7]2[N:8]=[C:34]([C:33]3[CH:36]=[CH:37][C:30]([N:29]([CH3:38])[CH3:28])=[CH:31][CH:32]=3)[NH:1][C:2]2=[N:3][CH:4]=1, predict the reactants needed to synthesize it. (6) Given the product [CH:8]1[CH:9]=[C:10]2[C:2](=[O:1])[N:3]([CH:15]3[C:16](=[O:22])[NH:17][C:18](=[O:21])[CH2:19][CH2:20]3)[CH2:4][C:5]2=[C:6]([NH2:11])[CH:7]=1, predict the reactants needed to synthesize it. The reactants are: [O:1]=[C:2]1[C:10]2[C:5](=[C:6]([N+:11]([O-])=O)[CH:7]=[CH:8][CH:9]=2)[C:4](=O)[N:3]1[CH:15]1[CH2:20][CH2:19][C:18](=[O:21])[NH:17][C:16]1=[O:22].Cl. (7) Given the product [CH3:1][O:2][C:3](=[O:24])[CH2:4][C:5]1[CH:6]=[C:7]([Cl:23])[CH:8]=[C:9]([O:11][C:12]2[CH:17]=[CH:16][C:15]([N+:18]([O-:20])=[O:19])=[CH:14][C:13]=2[CH2:21][Br:26])[CH:10]=1, predict the reactants needed to synthesize it. The reactants are: [CH3:1][O:2][C:3](=[O:24])[CH2:4][C:5]1[CH:10]=[C:9]([O:11][C:12]2[CH:17]=[CH:16][C:15]([N+:18]([O-:20])=[O:19])=[CH:14][C:13]=2[CH2:21]O)[CH:8]=[C:7]([Cl:23])[CH:6]=1.P(Br)(Br)[Br:26]. (8) Given the product [ClH:23].[NH2:7][C@H:8]([C:14]([N:16]1[CH2:17][C:18]([F:20])([F:21])[CH2:19]1)=[O:15])[CH2:9][CH2:10][CH2:11][CH2:12][NH:13][C:35]([C:29]1[CH:28]=[N:27][C:26]2[C:31](=[CH:32][C:33]([Cl:34])=[C:24]([Cl:23])[CH:25]=2)[N:30]=1)=[O:36], predict the reactants needed to synthesize it. The reactants are: C(OC(=O)[NH:7][C@H:8]([C:14]([N:16]1[CH2:19][C:18]([F:21])([F:20])[CH2:17]1)=[O:15])[CH2:9][CH2:10][CH2:11][CH2:12][NH2:13])(C)(C)C.[Cl:23][C:24]1[CH:25]=[C:26]2[C:31](=[CH:32][C:33]=1[Cl:34])[N:30]=[C:29]([C:35](O)=[O:36])[CH:28]=[N:27]2.